This data is from Forward reaction prediction with 1.9M reactions from USPTO patents (1976-2016). The task is: Predict the product of the given reaction. (1) Given the reactants C[O:2][C:3](=O)[C:4]1[CH:9]=[C:8]([CH3:10])[C:7]([O:11][CH3:12])=[C:6]([CH3:13])[CH:5]=1.[H-].[Al+3].[Li+].[H-].[H-].[H-], predict the reaction product. The product is: [CH3:12][O:11][C:7]1[C:8]([CH3:10])=[CH:9][C:4]([CH2:3][OH:2])=[CH:5][C:6]=1[CH3:13]. (2) Given the reactants [C:1]([C:3]1[CH:8]=[CH:7][C:6](B(O)O)=[C:5]([CH3:12])[CH:4]=1)#[N:2].C[Si]([N-][Si](C)(C)C)(C)C.[Na+].I[CH:24]1[CH2:27][O:26][CH2:25]1, predict the reaction product. The product is: [CH3:12][C:5]1[CH:4]=[C:3]([CH:8]=[CH:7][C:6]=1[CH:24]1[CH2:27][O:26][CH2:25]1)[C:1]#[N:2]. (3) Given the reactants [NH2:1][C@H:2]([C:4]1[CH:5]=[C:6]([CH:8]=[CH:9][CH:10]=1)[NH2:7])[CH3:3].[Cl:11][C:12]1[CH:17]=[N:16][CH:15]=[C:14](Cl)[N:13]=1.C(=O)([O-])[O-].[K+].[K+], predict the reaction product. The product is: [NH2:7][C:6]1[CH:5]=[C:4]([C@@H:2]([NH:1][C:14]2[CH:15]=[N:16][CH:17]=[C:12]([Cl:11])[N:13]=2)[CH3:3])[CH:10]=[CH:9][CH:8]=1. (4) Given the reactants [C:1]([N:4]1[CH2:9][CH2:8][CH:7]([C:10]([N:12]([CH2:21][CH2:22][CH2:23][N:24]2[CH2:29][CH2:28][CH:27]([NH:30][C:31]3[CH:40]=[CH:39][C:34]([C:35]([O:37]C)=[O:36])=[CH:33][CH:32]=3)[CH2:26][CH2:25]2)[C:13]2[CH:18]=[CH:17][C:16]([Cl:19])=[C:15]([Cl:20])[CH:14]=2)=[O:11])[CH2:6][CH2:5]1)(=[O:3])[CH3:2].[OH-].[Na+].Cl, predict the reaction product. The product is: [C:1]([N:4]1[CH2:9][CH2:8][CH:7]([C:10]([N:12]([CH2:21][CH2:22][CH2:23][N:24]2[CH2:25][CH2:26][CH:27]([NH:30][C:31]3[CH:32]=[CH:33][C:34]([C:35]([OH:37])=[O:36])=[CH:39][CH:40]=3)[CH2:28][CH2:29]2)[C:13]2[CH:18]=[CH:17][C:16]([Cl:19])=[C:15]([Cl:20])[CH:14]=2)=[O:11])[CH2:6][CH2:5]1)(=[O:3])[CH3:2]. (5) Given the reactants [Br:1][C:2]1[CH:3]=[CH:4][C:5](F)=[C:6]([CH:9]=1)[C:7]#[N:8].[NH2:11][NH2:12].C(OCC)(=O)C, predict the reaction product. The product is: [NH2:8][C:7]1[C:6]2[C:5](=[CH:4][CH:3]=[C:2]([Br:1])[CH:9]=2)[NH:12][N:11]=1. (6) Given the reactants Br[C:2]1[CH:7]=[CH:6][C:5]([OH:8])=[C:4]([CH3:9])[C:3]=1[Cl:10].[CH3:11][N:12]1CCCC1=O, predict the reaction product. The product is: [Cl:10][C:3]1[C:4]([CH3:9])=[C:5]([OH:8])[CH:6]=[CH:7][C:2]=1[C:11]#[N:12]. (7) Given the reactants [Br:1][CH:2]([CH3:12])[CH2:3][O:4][C:5]1[CH:10]=[CH:9][C:8](I)=[CH:7][CH:6]=1.[CH2:13]([OH:17])[CH2:14][C:15]#[CH:16].CCN(CC)CC, predict the reaction product. The product is: [Br:1][CH:2]([CH3:12])[CH2:3][O:4][C:5]1[CH:10]=[CH:9][C:8]([C:16]#[C:15][CH2:14][CH2:13][OH:17])=[CH:7][CH:6]=1.